This data is from CYP2C9 inhibition data for predicting drug metabolism from PubChem BioAssay. The task is: Regression/Classification. Given a drug SMILES string, predict its absorption, distribution, metabolism, or excretion properties. Task type varies by dataset: regression for continuous measurements (e.g., permeability, clearance, half-life) or binary classification for categorical outcomes (e.g., BBB penetration, CYP inhibition). Dataset: cyp2c9_veith. (1) The drug is CCOCCCn1cnc2c(c1=O)c1nc3ccccc3nc1n2-c1ccccc1. The result is 1 (inhibitor). (2) The compound is COC(=O)CCC(=O)Nc1cccc2ccccc12. The result is 0 (non-inhibitor). (3) The drug is CN=C1S/C(=C\c2ccc(Sc3ccc(Cl)cc3)o2)C(=O)N1C. The result is 1 (inhibitor). (4) The molecule is COc1ccc2c(Cl)c(C(=O)NCCCn3ccnc3)sc2c1Cl. The result is 1 (inhibitor). (5) The compound is O=C(Cn1cnc2sc3c(c2c1=O)CCCC3)NCCC(=O)N1CCC2(CC1)OCCO2. The result is 0 (non-inhibitor). (6) The molecule is C/C(CCN1CCc2nc(-c3ccccc3)c(-c3ccccc3)cc2C1)=N\O[C@@H](C)CN1CCCc2nc(C)c(C)cc21. The result is 0 (non-inhibitor). (7) The drug is CCOC(=O)c1sc(NC(C)=O)nc1-c1ccccc1. The result is 1 (inhibitor).